From a dataset of Peptide-MHC class II binding affinity with 134,281 pairs from IEDB. Regression. Given a peptide amino acid sequence and an MHC pseudo amino acid sequence, predict their binding affinity value. This is MHC class II binding data. (1) The peptide sequence is AAATAGTTVYGARAA. The MHC is HLA-DQA10501-DQB10301 with pseudo-sequence HLA-DQA10501-DQB10301. The binding affinity (normalized) is 0.643. (2) The peptide sequence is KSMKVTVAFNQFGPN. The MHC is DRB1_1201 with pseudo-sequence DRB1_1201. The binding affinity (normalized) is 0.512. (3) The peptide sequence is DQYKDLCHMHTGVVV. The MHC is DRB1_0301 with pseudo-sequence DRB1_0301. The binding affinity (normalized) is 0.113. (4) The peptide sequence is PRARYGLVHVANNNY. The MHC is HLA-DQA10501-DQB10301 with pseudo-sequence HLA-DQA10501-DQB10301. The binding affinity (normalized) is 0.793.